From a dataset of Full USPTO retrosynthesis dataset with 1.9M reactions from patents (1976-2016). Predict the reactants needed to synthesize the given product. Given the product [CH3:23][C:22]1[C:17]([CH2:16][O:15][C:12]2[CH:13]=[CH:14][C:9](/[CH:8]=[CH:7]/[C:6]([OH:28])=[O:5])=[CH:10][C:11]=2[O:26][CH3:27])=[N:18][C:19]([CH3:25])=[C:20]([CH3:24])[N:21]=1, predict the reactants needed to synthesize it. The reactants are: [OH-].[Na+].C([O:5][C:6](=[O:28])/[CH:7]=[CH:8]/[C:9]1[CH:14]=[CH:13][C:12]([O:15][CH2:16][C:17]2[C:22]([CH3:23])=[N:21][C:20]([CH3:24])=[C:19]([CH3:25])[N:18]=2)=[C:11]([O:26][CH3:27])[CH:10]=1)C.